Dataset: Full USPTO retrosynthesis dataset with 1.9M reactions from patents (1976-2016). Task: Predict the reactants needed to synthesize the given product. (1) Given the product [Cl:19][C:7]1[N:8]=[C:3]([S:2][CH3:1])[N:4]=[C:5]([CH2:10][N:11]2[CH2:16][CH2:15][O:14][CH2:13][CH2:12]2)[CH:6]=1, predict the reactants needed to synthesize it. The reactants are: [CH3:1][S:2][C:3]1[NH:4][C:5]([CH2:10][N:11]2[CH2:16][CH2:15][O:14][CH2:13][CH2:12]2)=[CH:6][C:7](=O)[N:8]=1.P(Cl)(Cl)([Cl:19])=O. (2) Given the product [CH:7]1[C:16]2[C:11](=[CH:12][CH:13]=[CH:14][CH:15]=2)[CH:10]=[CH:9][C:8]=1[CH2:17][S:18][CH2:29][C:30]1[O:34][N:33]=[C:32]([C:35]([O:37][CH2:38][CH3:39])=[O:36])[CH:31]=1, predict the reactants needed to synthesize it. The reactants are: C(=O)([O-])[O-].[K+].[K+].[CH:7]1[C:16]2[C:11](=[CH:12][CH:13]=[CH:14][CH:15]=2)[CH:10]=[CH:9][C:8]=1[CH2:17][SH:18].O1CCCC1.CS(O[CH2:29][C:30]1[O:34][N:33]=[C:32]([C:35]([O:37][CH2:38][CH3:39])=[O:36])[CH:31]=1)(=O)=O. (3) Given the product [CH2:20]([NH:27][C:28](=[O:37])[C:29]1[CH:34]=[CH:33][C:32]([N:35]2[C:11]([OH:13])=[C:10]([C:3]3[CH:4]=[CH:5][C:6]([C:8]#[N:9])=[CH:7][C:2]=3[Cl:1])[CH:16]=[N:17]2)=[N:31][CH:30]=1)[C:21]1[CH:26]=[CH:25][CH:24]=[CH:23][CH:22]=1, predict the reactants needed to synthesize it. The reactants are: [Cl:1][C:2]1[CH:7]=[C:6]([C:8]#[N:9])[CH:5]=[CH:4][C:3]=1[C:10](=[CH:16][N:17](C)C)[C:11]([O:13]CC)=O.[CH2:20]([NH:27][C:28](=[O:37])[C:29]1[CH:34]=[CH:33][C:32]([NH:35]N)=[N:31][CH:30]=1)[C:21]1[CH:26]=[CH:25][CH:24]=[CH:23][CH:22]=1. (4) Given the product [O:36]1[C:37]2[CH:42]=[CH:41][C:40]([NH:43][C:2]3[C:11]4[NH:12][N:13]=[CH:14][C:10]=4[C:9]4[CH:8]=[C:7]([O:24][CH3:25])[CH:6]=[CH:5][C:4]=4[N:3]=3)=[CH:39][C:38]=2[NH:33][CH2:34][CH2:35]1, predict the reactants needed to synthesize it. The reactants are: Cl[C:2]1[C:11]2=[N:12][N:13](CC3C=CC(OC)=CC=3)[CH:14]=[C:10]2[C:9]2[CH:8]=[C:7]([O:24][CH3:25])[CH:6]=[CH:5][C:4]=2[N:3]=1.C(OC([N:33]1[C:38]2[CH:39]=[C:40]([NH2:43])[CH:41]=[CH:42][C:37]=2[O:36][CH2:35][CH2:34]1)=O)(C)(C)C.Cl.